From a dataset of Reaction yield outcomes from USPTO patents with 853,638 reactions. Predict the reaction yield, written as a fraction of the theoretical maximum amount of product (1.0 means a 100% yield; for example, 0.34 means a 34% yield). (1) The catalyst is ClCCl.CC(N(C)C)=O. The reactants are [NH2:1][C@H:2]1[CH2:7][CH2:6][N:5]([C:8]([O:10][C:11]([CH3:14])([CH3:13])[CH3:12])=[O:9])[CH2:4][C@H:3]1[O:15][CH2:16][CH2:17][CH3:18].[Cl:19][C:20]1[N:21]=[C:22]([C:27](O)=[O:28])[NH:23][C:24]=1[CH2:25][CH3:26].CCN=C=NCCCN(C)C.Cl.C1C=CC2N(O)N=NC=2C=1. The product is [Cl:19][C:20]1[N:21]=[C:22]([C:27]([NH:1][C@H:2]2[CH2:7][CH2:6][N:5]([C:8]([O:10][C:11]([CH3:12])([CH3:13])[CH3:14])=[O:9])[CH2:4][C@H:3]2[O:15][CH2:16][CH2:17][CH3:18])=[O:28])[NH:23][C:24]=1[CH2:25][CH3:26]. The yield is 0.770. (2) The reactants are [NH2:1][C:2]1[CH:7]=[CH:6][C:5]([CH2:8][C:9]([NH:11][C:12]2[CH:17]=[CH:16][C:15]([O:18][CH3:19])=[CH:14][CH:13]=2)=[O:10])=[CH:4][CH:3]=1.S(O)(O)(=O)=O.[Cl:25][C:26]1[NH:27][CH2:28][CH2:29][N:30]=1. No catalyst specified. The product is [ClH:25].[NH:27]1[CH2:28][CH2:29][NH:30][C:26]1=[N:1][C:2]1[CH:3]=[CH:4][C:5]([CH2:8][C:9]([NH:11][C:12]2[CH:13]=[CH:14][C:15]([O:18][CH3:19])=[CH:16][CH:17]=2)=[O:10])=[CH:6][CH:7]=1. The yield is 0.100. (3) The reactants are [F:1][C:2]([F:30])([F:29])[O:3][C:4]1[CH:9]=[CH:8][C:7]([N:10]2[CH:14]=[N:13][C:12]([C:15]3[CH:20]=[CH:19][C:18]([CH:21]([CH3:28])[CH2:22]C(N=[N+]=[N-])=O)=[CH:17][CH:16]=3)=[N:11]2)=[CH:6][CH:5]=1.[CH:31]([C:34]1[CH:39]=[CH:38][C:37]([CH3:40])=[CH:36][C:35]=1[NH:41][C:42]([NH2:44])=[S:43])([CH3:33])[CH3:32].[C:45](=[O:48])([O-])[O-].[Cs+].[Cs+].[C:51]([O-:54])(=O)[CH3:52].[Na+].BrCC(OC)=O.C(#[N:64])C. The catalyst is C(OCC)(=O)C.C(O)C. The product is [CH:31]([C:34]1[CH:39]=[CH:38][C:37]([CH3:40])=[CH:36][C:35]=1[N:41]1[C:51](=[O:54])[CH2:52][S:43]/[C:42]/1=[N:44]\[C:45]([NH:64][CH2:22][CH:21]([C:18]1[CH:19]=[CH:20][C:15]([C:12]2[N:13]=[CH:14][N:10]([C:7]3[CH:8]=[CH:9][C:4]([O:3][C:2]([F:29])([F:1])[F:30])=[CH:5][CH:6]=3)[N:11]=2)=[CH:16][CH:17]=1)[CH3:28])=[O:48])([CH3:33])[CH3:32]. The yield is 0.350. (4) The reactants are [C:1]([O:5][C:6](=[O:40])[N:7]([C@H:9]([C:11](=[O:39])[NH:12][C@@H:13]1[C:19](=[O:20])[N:18]([CH2:21][C:22]2[C:31]3[C:26](=[CH:27][C:28](Br)=[CH:29][CH:30]=3)[CH:25]=[CH:24][C:23]=2[O:33][CH3:34])[C:17]2[CH:35]=[CH:36][CH:37]=[CH:38][C:16]=2[CH2:15][CH2:14]1)[CH3:10])[CH3:8])([CH3:4])([CH3:3])[CH3:2].[CH3:41][N:42](C=O)C. The catalyst is [C-]#N.[Zn+2].[C-]#N.[Pd].C1(P(C2C=CC=CC=2)C2C=CC=CC=2)C=CC=CC=1.C1(P(C2C=CC=CC=2)C2C=CC=CC=2)C=CC=CC=1.C1(P(C2C=CC=CC=2)C2C=CC=CC=2)C=CC=CC=1.C1(P(C2C=CC=CC=2)C2C=CC=CC=2)C=CC=CC=1. The product is [C:1]([O:5][C:6](=[O:40])[N:7]([C@H:9]([C:11](=[O:39])[NH:12][C@@H:13]1[C:19](=[O:20])[N:18]([CH2:21][C:22]2[C:31]3[C:26](=[CH:27][C:28]([C:41]#[N:42])=[CH:29][CH:30]=3)[CH:25]=[CH:24][C:23]=2[O:33][CH3:34])[C:17]2[CH:35]=[CH:36][CH:37]=[CH:38][C:16]=2[CH2:15][CH2:14]1)[CH3:10])[CH3:8])([CH3:4])([CH3:3])[CH3:2]. The yield is 0.310. (5) The reactants are [Mg].Br[CH:3]([CH:5](Br)[CH3:6])[CH3:4].C[O:9][C:10]([C:12]1[CH:16]=[C:15]([C:17]2[S:18][C:19]([C:22]3[CH:27]=[CH:26][CH:25]=[C:24]([S:28]([CH3:31])(=[O:30])=[O:29])[CH:23]=3)=[CH:20][CH:21]=2)[N:14]([C:32]2[CH:37]=[CH:36][CH:35]=[CH:34][C:33]=2[Cl:38])[N:13]=1)=O.[NH4+].[Cl-]. The catalyst is C1COCC1. The product is [Cl:38][C:33]1[CH:34]=[CH:35][CH:36]=[CH:37][C:32]=1[N:14]1[C:15]([C:17]2[S:18][C:19]([C:22]3[CH:27]=[CH:26][CH:25]=[C:24]([S:28]([CH3:31])(=[O:30])=[O:29])[CH:23]=3)=[CH:20][CH:21]=2)=[CH:16][C:12]([C:10]2([OH:9])[CH2:6][CH2:5][CH2:3][CH2:4]2)=[N:13]1. The yield is 0.560.